This data is from Forward reaction prediction with 1.9M reactions from USPTO patents (1976-2016). The task is: Predict the product of the given reaction. (1) The product is: [NH:24]1[CH2:25][CH2:26][CH:21]([CH:10]2[C:9]3[CH:8]=[CH:7][C:6]([C:21]4[CH:26]=[CH:25][N:24]=[CH:23][CH:22]=4)=[CH:19][C:18]=3[O:17][C:16]3[C:11]2=[CH:12][CH:13]=[CH:14][CH:15]=3)[CH2:22][CH2:23]1. Given the reactants C(NC([C:6]1[CH:7]=[CH:8][C:9]2[C:10](=[C:21]3[CH2:26][CH2:25][N:24](C(=O)C(F)(F)F)[CH2:23][CH2:22]3)[C:11]3[C:16]([O:17][C:18]=2[CH:19]=1)=[C:15](O)[CH:14]=[CH:13][CH:12]=3)=O)C.[OH-].[Na+].C(=O)([O-])[O-].[K+].[K+], predict the reaction product. (2) Given the reactants [CH3:1][C:2]1[CH:3]=[C:4]([C:8]2[C:17]3[C:12](=[CH:13][C:14]([C:18](O)=[O:19])=[CH:15][CH:16]=3)[O:11][C:10](=[O:21])[CH:9]=2)[CH:5]=[CH:6][CH:7]=1.C(N(CC)CC)C.C(OC(Cl)=O)C(C)C.[BH4-].[Na+].O.[Cl-].[NH4+], predict the reaction product. The product is: [OH:19][CH2:18][C:14]1[CH:13]=[C:12]2[C:17]([C:8]([C:4]3[CH:5]=[CH:6][CH:7]=[C:2]([CH3:1])[CH:3]=3)=[CH:9][C:10](=[O:21])[O:11]2)=[CH:16][CH:15]=1.